The task is: Predict the product of the given reaction.. This data is from Forward reaction prediction with 1.9M reactions from USPTO patents (1976-2016). (1) Given the reactants [C:1]1([C:15]2[CH:20]=[CH:19][CH:18]=[CH:17][CH:16]=2)[CH:6]=[CH:5][C:4]([O:7][C@H:8]2[CH2:13][CH2:12][CH2:11][C@@H:10]([OH:14])[CH2:9]2)=[CH:3][CH:2]=1.[CH3:21][O:22][C@:23]([C:31]1[CH:36]=[CH:35][CH:34]=[CH:33][CH:32]=1)([C:27]([F:30])([F:29])[F:28])[C:24](O)=[O:25].CCN=C=NCCCN(C)C.Cl, predict the reaction product. The product is: [C:1]1([C:15]2[CH:16]=[CH:17][CH:18]=[CH:19][CH:20]=2)[CH:6]=[CH:5][C:4]([O:7][C@H:8]2[CH2:13][CH2:12][CH2:11][C@@H:10]([O:14][C:24](=[O:25])[C@@:23]([O:22][CH3:21])([C:31]3[CH:32]=[CH:33][CH:34]=[CH:35][CH:36]=3)[C:27]([F:29])([F:30])[F:28])[CH2:9]2)=[CH:3][CH:2]=1. (2) Given the reactants [O:1]([CH:8]([CH3:12])[C:9](=O)[CH3:10])[C:2]1[CH:7]=[CH:6][CH:5]=[CH:4][CH:3]=1.C(OCC)(=O)C(OCC)=O.C(OC(=O)C(=O)CC(=O)COC1C=CC=CC=1)C.C(OC(C1NN=C(COC2C=CC=CC=2)C=1)=O)C.C(OC([C:64]1[N:65]([CH2:77][CH:78]([NH:80][C:81](OC(C)(C)C)=O)C)[N:66]=C(COC2C=CC=CC=2)C=1)=O)C.CC1CN2N=C(COC3C=CC=CC=3)C=C2C(=O)N1.CC1CN2N=C(COC3C=CC=CC=3)C=C2CN1, predict the reaction product. The product is: [O:1]([CH:8]([C:9]1[CH:10]=[C:64]2[CH2:81][NH:80][CH2:78][CH2:77][N:65]2[N:66]=1)[CH3:12])[C:2]1[CH:7]=[CH:6][CH:5]=[CH:4][CH:3]=1. (3) Given the reactants [Br:1][C:2]1[CH:7]=[CH:6][C:5]([CH:8]([CH2:20][CH:21]=[CH2:22])[CH2:9][C:10]([C:12]2[CH:13]=[CH:14][C:15](=[O:19])[N:16]([CH3:18])[CH:17]=2)=O)=[CH:4][CH:3]=1.Cl.[NH2:24][OH:25].C([O-])(O)=O.[Na+], predict the reaction product. The product is: [Br:1][C:2]1[CH:7]=[CH:6][C:5]([CH:8]([CH2:20][CH:21]=[CH2:22])[CH2:9]/[C:10](/[C:12]2[CH:13]=[CH:14][C:15](=[O:19])[N:16]([CH3:18])[CH:17]=2)=[N:24]\[OH:25])=[CH:4][CH:3]=1. (4) The product is: [OH:34][CH2:35][CH2:36][O:32][C:31]1[CH:30]=[CH:29][C:5]([C:6]([NH:8][NH:9][C:10]([C:12]2[O:13][CH:14]=[C:15]([C:23]3[CH:24]=[CH:25][CH:26]=[CH:27][CH:28]=3)[C:16]=2[C:17]2[CH:22]=[CH:21][CH:20]=[CH:19][CH:18]=2)=[O:11])=[O:7])=[CH:4][C:3]=1[C:1]#[N:2]. Given the reactants [C:1]([C:3]1[CH:4]=[C:5]([CH:29]=[CH:30][C:31]=1[OH:32])[C:6]([NH:8][NH:9][C:10]([C:12]1[O:13][CH:14]=[C:15]([C:23]2[CH:28]=[CH:27][CH:26]=[CH:25][CH:24]=2)[C:16]=1[C:17]1[CH:22]=[CH:21][CH:20]=[CH:19][CH:18]=1)=[O:11])=[O:7])#[N:2].C1(=O)O[CH2:36][CH2:35][O:34]1, predict the reaction product. (5) Given the reactants C[O:2][C:3]([C:5]1([C:8]2[CH:9]=[CH:10][C:11]3[O:15][CH:14]=[N:13][C:12]=3[CH:16]=2)[CH2:7][CH2:6]1)=[O:4].[Al+3].[Cl-].[Cl-].[Cl-].O, predict the reaction product. The product is: [O:15]1[C:11]2[CH:10]=[CH:9][C:8]([C:5]3([C:3]([OH:4])=[O:2])[CH2:7][CH2:6]3)=[CH:16][C:12]=2[N:13]=[CH:14]1. (6) Given the reactants [C:1]([C:3]1[CH:49]=[CH:48][C:6]2[N:7](COCC[Si](C)(C)C)[C:8]([C:10]([C:21]3[C:29]([O:30][CH3:31])=[CH:28][C:27]([CH3:32])=[C:26]4[C:22]=3[CH:23]=[CH:24][N:25]4C(OC(C)(C)C)=O)([O:15][CH2:16][C:17]([O:19][CH3:20])=[O:18])[C:11]([F:14])([F:13])[F:12])=[N:9][C:5]=2[CH:4]=1)#[N:2].C(C1C=CC2N=C(C(C3C(OC)=CC(C)=C4C=3C=CN4C(OC(C)(C)C)=O)(OCC(OC)=O)C(F)(F)F)N(COCC[Si](C)(C)C)C=2C=1)#N.CO, predict the reaction product. The product is: [C:1]([C:3]1[CH:49]=[CH:48][C:6]2[NH:7][C:8]([C:10]([C:21]3[C:29]([O:30][CH3:31])=[CH:28][C:27]([CH3:32])=[C:26]4[C:22]=3[CH:23]=[CH:24][NH:25]4)([O:15][CH2:16][C:17]([O:19][CH3:20])=[O:18])[C:11]([F:12])([F:13])[F:14])=[N:9][C:5]=2[CH:4]=1)#[N:2].